Dataset: Drug-target binding data from BindingDB using Ki measurements. Task: Regression. Given a target protein amino acid sequence and a drug SMILES string, predict the binding affinity score between them. We predict pKi (pKi = -log10(Ki in M); higher means stronger inhibition). Dataset: bindingdb_ki. (1) The drug is O=C(O)CCc1nnc(SCC(=O)Nc2ccccc2)[nH]1. The target protein sequence is MMKGWIKCGLAGAVVLMASFWGGSVRAAGMSLTQQVSGPVYVVEDNYYVQENSMVYFGAKGVTVVGATWTPDTARELHKLIKRVSRKPVLEVINTNYHTDRAGGNAYWKSIGAKVISTRQTRDLMKSDWAEIVAFTRKGLPEYPDLPLVLPNVVHEGDFTLQEGKLRAFYLGPAHSPDGIFVYFPDQQVLYGNCILKEKLGNLSFADVKAYPQTLERLKAMKLPIKTVVGGHDSPLHGPELIDHYEALIKAASQS. The pKi is 2.3. (2) The compound is CNC(=O)CCC(=O)N[C@@H](Cc1ccccc1)[C@H](O)CN(C[C@@H](C)O)S(=O)(=O)c1cccc(OC)c1. The target protein sequence is PQVTLWQRPLVTIRVGGQLKEALLDTGADDTVLEDMNLPGRWKPKMIGGIGGFIKVRQYDQITVEICGHKAIGTVLVGPTPVNIIGRNLLTXIGCTLNF. The pKi is 6.1. (3) The compound is COc1ccc2c3c1O[C@H]1C(=O)CCC4(NC(=O)/C=C\c5ccc([N+](=O)[O-])cc5)C(C2)N(CC2CC2)CCC314. The target protein sequence is MEPAPSRDPELQPQLLANASEAFPSAFPSAGANASGPPGARSASSLALAIAITALYSAVCAVGLLGNVLVMFGIVRWMAILTHVSIFFFLVICMSSLEKLTLSCLSCLYILETNPLSVASFAIIFSHSEYCLFTSIFTLTMMSVDRYIAVCHPVKALDFRTPAKAKLINICIWVLASGVGVPIMVMAVTRPRDGAVVCMLQFPNPSWYWDTVTKICVFLFAFVVPILVITVCYGLMLLRLRSVRLLSGSKEKDRSLRRITRMVLVVVGAFVVCWAPIHIFVIVWTLVDINRRDPLVVAALHLCIALGYANSSLNPVLYAFLDENFKRCFRQLCRMPCGRREPSSFSRAREATARERVTACTPSDGPGGGAAA. The pKi is 7.8. (4) The compound is NCc1coc(C(=O)O)c1. The target protein (P80147) has sequence MASVLLTRRLACSFRHNHRLLVPGWRHISQAAAKVDVEFDYDGPLMKTEVPGPRSRELMKQLNIIQNAEAVHFFCNYEESRGNYLVDVDGNRMLDLYSQISSIPIGYSHPALVKLVQQPQNVSTFINRPALGILPPENFVEKLRESLLSVAPKGMSQLITMACGSCSNENAFKTIFMWYRSKERGQSAFSKEELETCMINQAPGCPDYSILSFMGAFHGRTMGCLATTHSKAIHKIDIPSFDWPIAPFPRLKYPLEEFVKENQQEEARCLEEVEDLIVKYRKKKKTVAGIIVEPIQSEGGDNHASDDFFRKLRDISRKHGCAFLVDEVQTGGGSTGKFWAHEHWGLDDPADVMTFSKKMMTGGFFHKEEFRPNAPYRIFNTWLGDPSKNLLLAEVINIIKREDLLSNAAHAGKVLLTGLLDLQARYPQFISRVRGRGTFCSFDTPDESIRNKLISIARNKGVMLGGCGDKSIRFRPTLVFRDHHAHLFLNIFSDILADFK.... The pKi is 2.8.